Dataset: NCI-60 drug combinations with 297,098 pairs across 59 cell lines. Task: Regression. Given two drug SMILES strings and cell line genomic features, predict the synergy score measuring deviation from expected non-interaction effect. (1) Drug 1: C1CC(=O)NC(=O)C1N2CC3=C(C2=O)C=CC=C3N. Drug 2: CCC(=C(C1=CC=CC=C1)C2=CC=C(C=C2)OCCN(C)C)C3=CC=CC=C3.C(C(=O)O)C(CC(=O)O)(C(=O)O)O. Cell line: DU-145. Synergy scores: CSS=5.18, Synergy_ZIP=-0.355, Synergy_Bliss=3.99, Synergy_Loewe=2.92, Synergy_HSA=3.08. (2) Drug 1: CN(CC1=CN=C2C(=N1)C(=NC(=N2)N)N)C3=CC=C(C=C3)C(=O)NC(CCC(=O)O)C(=O)O. Drug 2: C1=CN(C(=O)N=C1N)C2C(C(C(O2)CO)O)O.Cl. Cell line: SR. Synergy scores: CSS=60.1, Synergy_ZIP=-4.95, Synergy_Bliss=-8.49, Synergy_Loewe=-9.89, Synergy_HSA=-5.31. (3) Drug 1: CC1OCC2C(O1)C(C(C(O2)OC3C4COC(=O)C4C(C5=CC6=C(C=C35)OCO6)C7=CC(=C(C(=C7)OC)O)OC)O)O. Drug 2: C(CC(=O)O)C(=O)CN.Cl. Cell line: TK-10. Synergy scores: CSS=26.8, Synergy_ZIP=-5.57, Synergy_Bliss=-0.0807, Synergy_Loewe=-24.5, Synergy_HSA=0.316. (4) Drug 1: CC12CCC3C(C1CCC2=O)CC(=C)C4=CC(=O)C=CC34C. Drug 2: CCC1(C2=C(COC1=O)C(=O)N3CC4=CC5=C(C=CC(=C5CN(C)C)O)N=C4C3=C2)O.Cl. Cell line: MALME-3M. Synergy scores: CSS=50.6, Synergy_ZIP=1.81, Synergy_Bliss=1.39, Synergy_Loewe=-7.07, Synergy_HSA=0.830. (5) Drug 1: C1=CC=C(C=C1)NC(=O)CCCCCCC(=O)NO. Drug 2: C1=CN(C=N1)CC(O)(P(=O)(O)O)P(=O)(O)O. Cell line: K-562. Synergy scores: CSS=36.5, Synergy_ZIP=-5.15, Synergy_Bliss=-1.24, Synergy_Loewe=-16.5, Synergy_HSA=0.0220. (6) Drug 1: CC12CCC3C(C1CCC2=O)CC(=C)C4=CC(=O)C=CC34C. Drug 2: CC1C(C(=O)NC(C(=O)N2CCCC2C(=O)N(CC(=O)N(C(C(=O)O1)C(C)C)C)C)C(C)C)NC(=O)C3=C4C(=C(C=C3)C)OC5=C(C(=O)C(=C(C5=N4)C(=O)NC6C(OC(=O)C(N(C(=O)CN(C(=O)C7CCCN7C(=O)C(NC6=O)C(C)C)C)C)C(C)C)C)N)C. Cell line: HT29. Synergy scores: CSS=36.9, Synergy_ZIP=5.34, Synergy_Bliss=9.02, Synergy_Loewe=7.98, Synergy_HSA=8.80. (7) Drug 1: CC1OCC2C(O1)C(C(C(O2)OC3C4COC(=O)C4C(C5=CC6=C(C=C35)OCO6)C7=CC(=C(C(=C7)OC)O)OC)O)O. Drug 2: C(CC(=O)O)C(=O)CN.Cl. Cell line: SN12C. Synergy scores: CSS=33.7, Synergy_ZIP=-11.6, Synergy_Bliss=-4.97, Synergy_Loewe=-32.8, Synergy_HSA=-3.20. (8) Drug 1: CN(CCCl)CCCl.Cl. Drug 2: CC12CCC3C(C1CCC2OP(=O)(O)O)CCC4=C3C=CC(=C4)OC(=O)N(CCCl)CCCl.[Na+]. Cell line: TK-10. Synergy scores: CSS=44.4, Synergy_ZIP=-3.49, Synergy_Bliss=-2.32, Synergy_Loewe=-12.5, Synergy_HSA=-2.55.